This data is from Catalyst prediction with 721,799 reactions and 888 catalyst types from USPTO. The task is: Predict which catalyst facilitates the given reaction. The catalyst class is: 558. Product: [F:17][C:14]1[CH:15]=[CH:16][C:11]([C:10]2[C:2]3=[N:3][CH:4]=[CH:5][CH:6]=[C:7]3[NH:8][C:9]=2[C:18]2[CH:23]=[CH:22][N:21]=[CH:20][CH:19]=2)=[CH:12][CH:13]=1. Reactant: Cl[C:2]1[C:7]([NH:8][C:9]([C:18]2[CH:23]=[CH:22][N:21]=[CH:20][CH:19]=2)=[CH:10][C:11]2[CH:16]=[CH:15][C:14]([F:17])=[CH:13][CH:12]=2)=[CH:6][CH:5]=[CH:4][N:3]=1.CO.C(Cl)(Cl)Cl.C.